The task is: Predict the product of the given reaction.. This data is from Forward reaction prediction with 1.9M reactions from USPTO patents (1976-2016). (1) Given the reactants [OH:1][C:2]1[CH:9]=[CH:8][CH:7]=[CH:6][C:3]=1[C:4]#[N:5].[OH-].[K+].Cl[C:13]1[N:18]=[CH:17][N:16]=[C:15]([O:19][C:20]2[CH:25]=[CH:24][CH:23]=[CH:22][C:21]=2/[C:26](=[CH:31]\[O:32][CH3:33])/[C:27]([O:29][CH3:30])=[O:28])[CH:14]=1.C(OC(=O)C)CCC, predict the reaction product. The product is: [CH3:33][O:32]/[CH:31]=[C:26](/[C:27]([O:29][CH3:30])=[O:28])\[C:21]1[C:20]([O:19][C:15]2[CH:14]=[C:13]([O:1][C:2]3[C:3]([C:4]#[N:5])=[CH:6][CH:7]=[CH:8][CH:9]=3)[N:18]=[CH:17][N:16]=2)=[CH:25][CH:24]=[CH:23][CH:22]=1. (2) Given the reactants C(O[C:4](=[O:21])[CH2:5][C:6]([CH:8]1[CH2:13][CH2:12][N:11]([C:14]([O:16][C:17]([CH3:20])([CH3:19])[CH3:18])=[O:15])[CH2:10][CH2:9]1)=O)C.[F:22][C:23]([F:36])([F:35])[O:24][C:25]1[CH:33]=[CH:32][CH:31]=[C:30]2[C:26]=1[C:27]([NH2:34])=[N:28][NH:29]2.P([O-])([O-])([O-])=O.[K+].[K+].[K+].Cl, predict the reaction product. The product is: [O:21]=[C:4]1[CH:5]=[C:6]([CH:8]2[CH2:9][CH2:10][N:11]([C:14]([O:16][C:17]([CH3:18])([CH3:19])[CH3:20])=[O:15])[CH2:12][CH2:13]2)[N:28]2[N:29]=[C:30]3[C:26]([C:25]([O:24][C:23]([F:35])([F:22])[F:36])=[CH:33][CH:32]=[CH:31]3)=[C:27]2[NH:34]1. (3) Given the reactants Cl[C:2]1[CH:7]=[CH:6][C:5]([N+:8]([O-:10])=[O:9])=[CH:4][C:3]=1[C:11](=O)[CH3:12].Cl.[CH3:15][N:16](C)[NH2:17], predict the reaction product. The product is: [CH3:15][N:16]1[C:2]2[C:3](=[CH:4][C:5]([N+:8]([O-:10])=[O:9])=[CH:6][CH:7]=2)[C:11]([CH3:12])=[N:17]1. (4) Given the reactants [CH3:1][S:2]([C:5]1[CH:6]=[C:7]([S:11]([N:14]2[C:18]([C:19]3[CH:24]=[CH:23][CH:22]=[CH:21][CH:20]=3)=[CH:17][C:16]([CH:25]=O)=[CH:15]2)(=[O:13])=[O:12])[CH:8]=[CH:9][CH:10]=1)(=[O:4])=[O:3].CO.[CH3:29][NH2:30].[BH4-].[Na+].[ClH:33].C(=O)([O-])O.[Na+], predict the reaction product. The product is: [ClH:33].[CH3:29][NH:30][CH2:25][C:16]1[CH:17]=[C:18]([C:19]2[CH:24]=[CH:23][CH:22]=[CH:21][CH:20]=2)[N:14]([S:11]([C:7]2[CH:8]=[CH:9][CH:10]=[C:5]([S:2]([CH3:1])(=[O:4])=[O:3])[CH:6]=2)(=[O:13])=[O:12])[CH:15]=1. (5) Given the reactants N1C=CC=CC=1.[Cl:7][C:8]1[CH:13]=[CH:12][C:11]([S:14](Cl)(=[O:16])=[O:15])=[CH:10][CH:9]=1.[NH2:18][C:19]1[CH:28]=[CH:27][C:26]2[C:21](=[CH:22][CH:23]=[CH:24][C:25]=2[Cl:29])[N:20]=1, predict the reaction product. The product is: [Cl:7][C:8]1[CH:13]=[CH:12][C:11]([S:14]([NH:18][C:19]2[CH:28]=[CH:27][C:26]3[C:21](=[CH:22][CH:23]=[CH:24][C:25]=3[Cl:29])[N:20]=2)(=[O:16])=[O:15])=[CH:10][CH:9]=1.